Dataset: Forward reaction prediction with 1.9M reactions from USPTO patents (1976-2016). Task: Predict the product of the given reaction. (1) Given the reactants [CH2:1]([C:3]1[C:8](=[O:9])[NH:7][C:6]([CH3:10])=[C:5]([C:11]2[O:15][C:14]([S:16]([Cl:19])(=[O:18])=[O:17])=[CH:13][CH:12]=2)[CH:4]=1)[CH3:2].[N:20]1([CH2:26][CH2:27][NH2:28])[CH2:25][CH2:24][O:23][CH2:22][CH2:21]1, predict the reaction product. The product is: [ClH:19].[N:20]1([CH2:26][CH2:27][NH:28][S:16]([C:14]2[O:15][C:11]([C:5]3[CH:4]=[C:3]([CH2:1][CH3:2])[C:8](=[O:9])[NH:7][C:6]=3[CH3:10])=[CH:12][CH:13]=2)(=[O:18])=[O:17])[CH2:25][CH2:24][O:23][CH2:22][CH2:21]1. (2) Given the reactants [C:1]([O:4][CH2:5][C:6]1([C:9]2[CH:14]=[CH:13][C:12]([C:15]3[CH:16]=[C:17]4[C:21](=[CH:22][C:23]=3[Cl:24])[NH:20][C:19](=O)[CH2:18]4)=[CH:11][CH:10]=2)[CH2:8][CH2:7]1)(=[O:3])[CH3:2].P(Cl)(Cl)([Cl:28])=O.N1C=CN=C1, predict the reaction product. The product is: [C:1]([O:4][CH2:5][C:6]1([C:9]2[CH:14]=[CH:13][C:12]([C:15]3[CH:16]=[C:17]4[C:21](=[CH:22][C:23]=3[Cl:24])[NH:20][C:19]([Cl:28])=[CH:18]4)=[CH:11][CH:10]=2)[CH2:8][CH2:7]1)(=[O:3])[CH3:2].